This data is from Catalyst prediction with 721,799 reactions and 888 catalyst types from USPTO. The task is: Predict which catalyst facilitates the given reaction. Reactant: [NH2:1][CH:2]1[CH:11]([CH2:12][C:13]2[CH:18]=[CH:17][CH:16]=[CH:15][CH:14]=2)[C:10]2[CH:9]=[C:8]([OH:19])[CH:7]=[CH:6][C:5]=2[CH2:4][CH2:3]1.[C:20](O[C:20]([O:22][C:23]([CH3:26])([CH3:25])[CH3:24])=[O:21])([O:22][C:23]([CH3:26])([CH3:25])[CH3:24])=[O:21].C(N(CC)CC)C. Product: [CH2:12]([CH:11]1[C:10]2[C:5](=[CH:6][CH:7]=[C:8]([OH:19])[CH:9]=2)[CH2:4][CH2:3][CH:2]1[NH:1][C:20](=[O:21])[O:22][C:23]([CH3:26])([CH3:25])[CH3:24])[C:13]1[CH:14]=[CH:15][CH:16]=[CH:17][CH:18]=1. The catalyst class is: 3.